Dataset: NCI-60 drug combinations with 297,098 pairs across 59 cell lines. Task: Regression. Given two drug SMILES strings and cell line genomic features, predict the synergy score measuring deviation from expected non-interaction effect. (1) Drug 1: CC(CN1CC(=O)NC(=O)C1)N2CC(=O)NC(=O)C2. Cell line: OVCAR-8. Drug 2: CC(C)NC(=O)C1=CC=C(C=C1)CNNC.Cl. Synergy scores: CSS=18.2, Synergy_ZIP=-5.18, Synergy_Bliss=0.112, Synergy_Loewe=-2.60, Synergy_HSA=-0.699. (2) Drug 1: C1CCC(C1)C(CC#N)N2C=C(C=N2)C3=C4C=CNC4=NC=N3. Drug 2: CC12CCC3C(C1CCC2O)C(CC4=C3C=CC(=C4)O)CCCCCCCCCS(=O)CCCC(C(F)(F)F)(F)F. Cell line: A498. Synergy scores: CSS=2.00, Synergy_ZIP=-0.612, Synergy_Bliss=2.02, Synergy_Loewe=0.825, Synergy_HSA=1.19. (3) Drug 1: CC12CCC3C(C1CCC2=O)CC(=C)C4=CC(=O)C=CC34C. Drug 2: B(C(CC(C)C)NC(=O)C(CC1=CC=CC=C1)NC(=O)C2=NC=CN=C2)(O)O. Cell line: NCI-H460. Synergy scores: CSS=16.0, Synergy_ZIP=-11.9, Synergy_Bliss=-13.0, Synergy_Loewe=-13.4, Synergy_HSA=-11.8.